Dataset: Reaction yield outcomes from USPTO patents with 853,638 reactions. Task: Predict the reaction yield, written as a fraction of the theoretical maximum amount of product (1.0 means a 100% yield; for example, 0.34 means a 34% yield). (1) The reactants are [F:1][C:2]1[CH:7]=[CH:6][C:5]([N:8]2[C:12]([CH:13]=[O:14])=[C:11]([CH3:15])[N:10]=[N:9]2)=[CH:4][CH:3]=1.[BH4-].[Na+].[Cl-].[NH4+]. The catalyst is CO. The product is [F:1][C:2]1[CH:3]=[CH:4][C:5]([N:8]2[C:12]([CH2:13][OH:14])=[C:11]([CH3:15])[N:10]=[N:9]2)=[CH:6][CH:7]=1. The yield is 0.890. (2) The reactants are OC(C(F)(F)F)=O.[NH2:8][C@@H:9]([CH2:40][O:41][CH2:42][C:43]1[CH:48]=[CH:47][CH:46]=[CH:45][CH:44]=1)[C:10]([NH:12][C@@H:13]([CH2:31][C:32]1[CH:37]=[CH:36][C:35]([O:38][CH3:39])=[CH:34][CH:33]=1)[C:14]([NH:16][C@@H:17]([CH2:24][C:25]1[CH:30]=[CH:29][CH:28]=[CH:27][CH:26]=1)[C:18]([C@@:20]1([CH3:23])[CH2:22][O:21]1)=[O:19])=[O:15])=[O:11].[O:49]1[CH2:54][CH2:53][N:52]([CH2:55][C:56](O)=[O:57])[CH2:51][CH2:50]1.CN(C(ON1N=NC2C=CC=NC1=2)=[N+](C)C)C.F[P-](F)(F)(F)(F)F.CCN(C(C)C)C(C)C. The catalyst is CN(C=O)C. The product is [CH2:42]([O:41][CH2:40][C@H:9]([NH:8][C:56](=[O:57])[CH2:55][N:52]1[CH2:53][CH2:54][O:49][CH2:50][CH2:51]1)[C:10]([NH:12][C@@H:13]([CH2:31][C:32]1[CH:37]=[CH:36][C:35]([O:38][CH3:39])=[CH:34][CH:33]=1)[C:14]([NH:16][C@@H:17]([CH2:24][C:25]1[CH:30]=[CH:29][CH:28]=[CH:27][CH:26]=1)[C:18]([C@@:20]1([CH3:23])[CH2:22][O:21]1)=[O:19])=[O:15])=[O:11])[C:43]1[CH:48]=[CH:47][CH:46]=[CH:45][CH:44]=1. The yield is 0.280. (3) The reactants are [CH:1]1([CH2:4][C:5]2[N:6]=[C:7]([CH3:27])[NH:8][C:9](=[O:26])[C:10]=2[CH2:11][C:12]2[CH:17]=[CH:16][C:15]([C:18]3[C:19]([C:24]#[N:25])=[CH:20][CH:21]=[CH:22][CH:23]=3)=[CH:14][CH:13]=2)[CH2:3][CH2:2]1.[C:28]1(B(O)O)[CH:33]=[CH:32][CH:31]=[CH:30][CH:29]=1.[N:37]1C=CC=CC=1.C(N(CC)CC)C.[C:50]([O:53]CC)(=[O:52])C. The catalyst is C([O-])(=O)C.[Cu+2].C([O-])(=O)C.ClCCl. The product is [CH:1]1([CH2:4][C:5]2[N:6]=[C:7]([CH3:27])[N:8]([C:28]3[CH:33]=[CH:32][CH:31]=[CH:30][CH:29]=3)[C:9](=[O:26])[C:10]=2[CH2:11][C:12]2[CH:17]=[CH:16][C:15]([C:18]3[CH:23]=[CH:22][CH:21]=[CH:20][C:19]=3[C:24]3[NH:37][C:50](=[O:52])[O:53][N:25]=3)=[CH:14][CH:13]=2)[CH2:3][CH2:2]1. The yield is 0.740.